Dataset: Catalyst prediction with 721,799 reactions and 888 catalyst types from USPTO. Task: Predict which catalyst facilitates the given reaction. (1) Product: [OH:8][C:9]1[CH:10]=[C:11]2[C:16](=[CH:17][CH:18]=1)[CH:15]=[C:14]([CH2:19][N:20]1[CH2:23][CH:22]([C:24]([O:26][CH3:27])=[O:25])[CH2:21]1)[CH:13]=[CH:12]2. Reactant: [Si]([O:8][C:9]1[CH:10]=[C:11]2[C:16](=[CH:17][CH:18]=1)[CH:15]=[C:14]([CH2:19][N:20]1[CH2:23][CH:22]([C:24]([O:26][CH3:27])=[O:25])[CH2:21]1)[CH:13]=[CH:12]2)(C(C)(C)C)(C)C.Cl.C([O-])(O)=O.[Na+]. The catalyst class is: 5. (2) Reactant: [Cl:1][C:2]1[C:3]([O:26]C)=[C:4]([N+:23]([O-:25])=[O:24])[C:5]([F:22])=[C:6]([CH:21]=1)[CH2:7][CH:8]1[CH2:13][CH2:12][CH2:11][N:10]([C:14]([O:16][C:17]([CH3:20])([CH3:19])[CH3:18])=[O:15])[CH2:9]1.[Cl-].[Li+].O.C(=O)([O-])[O-].[Na+].[Na+]. Product: [Cl:1][C:2]1[C:3]([OH:26])=[C:4]([N+:23]([O-:25])=[O:24])[C:5]([F:22])=[C:6]([CH:21]=1)[CH2:7][CH:8]1[CH2:13][CH2:12][CH2:11][N:10]([C:14]([O:16][C:17]([CH3:19])([CH3:20])[CH3:18])=[O:15])[CH2:9]1. The catalyst class is: 9. (3) Reactant: CS(Cl)(=O)=O.[C:6]([O:10][C:11]([NH:13][C:14]1[CH:19]=[CH:18][CH:17]=[CH:16][C:15]=1[NH:20][C:21](=[O:30])[C:22]1[CH:27]=[CH:26][C:25]([CH2:28]O)=[CH:24][CH:23]=1)=[O:12])([CH3:9])([CH3:8])[CH3:7].C(N(CC)CC)C.[NH2:38][CH2:39][CH2:40][CH2:41][N:42]1[CH2:47][CH2:46][N:45]([CH3:48])[CH2:44][CH2:43]1. Product: [C:6]([O:10][C:11]([NH:13][C:14]1[CH:19]=[CH:18][CH:17]=[CH:16][C:15]=1[NH:20][C:21](=[O:30])[C:22]1[CH:23]=[CH:24][C:25]([CH2:28][NH:38][CH2:39][CH2:40][CH2:41][N:42]2[CH2:43][CH2:44][N:45]([CH3:48])[CH2:46][CH2:47]2)=[CH:26][CH:27]=1)=[O:12])([CH3:8])([CH3:7])[CH3:9]. The catalyst class is: 46. (4) The catalyst class is: 286. Reactant: [CH3:1][O:2][C:3]1[CH:4]=[C:5]([CH:22]=[C:23]([N+:27]([O-:29])=[O:28])[C:24]=1[O:25][CH3:26])[C:6]([NH:8][NH:9][C:10](=[O:21])[C:11]1[CH:16]=[CH:15][CH:14]=[N:13][C:12]=1[C:17]([F:20])([F:19])[F:18])=O. Product: [CH3:1][O:2][C:3]1[CH:4]=[C:5]([C:6]2[O:21][C:10]([C:11]3[C:12]([C:17]([F:19])([F:18])[F:20])=[N:13][CH:14]=[CH:15][CH:16]=3)=[N:9][N:8]=2)[CH:22]=[C:23]([N+:27]([O-:29])=[O:28])[C:24]=1[O:25][CH3:26]. (5) Reactant: C(OC([N:8]1[CH:12]=[CH:11][C:10]([N:13]([C:16]([C:18]2[C:23]([NH:24][S:25]([C:28]3[CH:33]=[CH:32][C:31]([Cl:34])=[C:30]([C:35]([F:38])([F:37])[F:36])[CH:29]=3)(=[O:27])=[O:26])=[CH:22][C:21]([Cl:39])=[CH:20][N:19]=2)=[O:17])[CH2:14][CH3:15])=[N:9]1)=O)(C)(C)C. Product: [CH2:14]([N:13]([C:10]1[CH:11]=[CH:12][NH:8][N:9]=1)[C:16]([C:18]1[C:23]([NH:24][S:25]([C:28]2[CH:33]=[CH:32][C:31]([Cl:34])=[C:30]([C:35]([F:38])([F:36])[F:37])[CH:29]=2)(=[O:27])=[O:26])=[CH:22][C:21]([Cl:39])=[CH:20][N:19]=1)=[O:17])[CH3:15]. The catalyst class is: 157.